From a dataset of Reaction yield outcomes from USPTO patents with 853,638 reactions. Predict the reaction yield, written as a fraction of the theoretical maximum amount of product (1.0 means a 100% yield; for example, 0.34 means a 34% yield). (1) The reactants are C[N:2]([CH:4]=[C:5]1[C:26](=O)[C:10]2=[N:11][CH:12]=[C:13]([N:15]3[CH2:19][C@H:18]([CH2:20][NH:21][C:22](=[O:24])[CH3:23])[O:17][C:16]3=[O:25])[CH:14]=[C:9]2[CH2:8][CH2:7][CH2:6]1)C.O.[NH2:29]N.O.C(OCC)(=O)C. The catalyst is C(O)C. The product is [O:25]=[C:16]1[N:15]([C:13]2[CH:12]=[N:11][C:10]3[C:26]4[NH:29][N:2]=[CH:4][C:5]=4[CH2:6][CH2:7][CH2:8][C:9]=3[CH:14]=2)[CH2:19][C@H:18]([CH2:20][NH:21][C:22](=[O:24])[CH3:23])[O:17]1. The yield is 0.660. (2) The reactants are Cl.[NH2:2][C:3]1[CH:4]=[C:5]([N:9]2[C:13]([CH3:14])=[C:12]([C:15]([N:17]3[CH2:22][CH2:21][CH:20]([N:23]4[CH2:27][CH2:26][CH2:25][CH2:24]4)[CH2:19][CH2:18]3)=[O:16])[C:11]([CH3:28])=[N:10]2)[CH:6]=[CH:7][CH:8]=1.[F:29][C:30]([F:41])([F:40])[C:31](O[C:31](=[O:32])[C:30]([F:41])([F:40])[F:29])=[O:32]. No catalyst specified. The product is [CH3:28][C:11]1[C:12]([C:15]([N:17]2[CH2:22][CH2:21][CH:20]([N:23]3[CH2:24][CH2:25][CH2:26][CH2:27]3)[CH2:19][CH2:18]2)=[O:16])=[C:13]([CH3:14])[N:9]([C:5]2[CH:4]=[C:3]([NH:2][C:31](=[O:32])[C:30]([F:41])([F:40])[F:29])[CH:8]=[CH:7][CH:6]=2)[N:10]=1. The yield is 1.00. (3) The reactants are [CH3:1][O:2][CH2:3][C@H:4]([CH3:31])[O:5][C:6]1[CH:7]=[C:8]([C:23]2[NH:27][C:26]([C:28](O)=[O:29])=[CH:25][CH:24]=2)[CH:9]=[C:10]([O:12][Si:13]([CH:20]([CH3:22])[CH3:21])([CH:17]([CH3:19])[CH3:18])[CH:14]([CH3:16])[CH3:15])[CH:11]=1.[NH2:32][C@H:33]([CH3:37])[C@H:34]([OH:36])[CH3:35].[Cl-].COC1N=C(OC)N=C([N+]2(C)CCOCC2)N=1. The catalyst is CO. The product is [OH:36][C@H:34]([CH3:35])[C@H:33]([NH:32][C:28]([C:26]1[NH:27][C:23]([C:8]2[CH:9]=[C:10]([O:12][Si:13]([CH:20]([CH3:21])[CH3:22])([CH:17]([CH3:18])[CH3:19])[CH:14]([CH3:15])[CH3:16])[CH:11]=[C:6]([O:5][C@@H:4]([CH3:31])[CH2:3][O:2][CH3:1])[CH:7]=2)=[CH:24][CH:25]=1)=[O:29])[CH3:37]. The yield is 0.700. (4) The reactants are CS[C:3]([N:6]1[CH2:11][CH2:10][CH2:9][CH2:8][CH:7]1[C:12]1[N:13]=[N:14][N:15]([C:17]2[CH:22]=[CH:21][CH:20]=[C:19]([Cl:23])[CH:18]=2)[N:16]=1)=[N:4][CH3:5].[CH3:24][N:25]([CH2:27][C:28]1[CH:37]=[CH:36][C:31]([C:32]([NH:34][NH2:35])=O)=[CH:30][CH:29]=1)[CH3:26]. The catalyst is C(O)C.C(OCC)(=O)C. The product is [Cl:23][C:19]1[CH:18]=[C:17]([N:15]2[N:14]=[N:13][C:12]([CH:7]3[CH2:8][CH2:9][CH2:10][CH2:11][N:6]3[C:3]3[N:4]([CH3:5])[C:32]([C:31]4[CH:36]=[CH:37][C:28]([CH2:27][N:25]([CH3:26])[CH3:24])=[CH:29][CH:30]=4)=[N:34][N:35]=3)=[N:16]2)[CH:22]=[CH:21][CH:20]=1. The yield is 0.135. (5) The reactants are [O:1]1[C:5]2([CH2:10][CH2:9][C:8]([C:11]3[CH:19]=[CH:18][C:14]([C:15]([OH:17])=[O:16])=[CH:13][CH:12]=3)=[CH:7][CH2:6]2)[O:4][CH2:3][CH2:2]1. The catalyst is CO.[Pd]. The product is [O:1]1[C:5]2([CH2:10][CH2:9][CH:8]([C:11]3[CH:12]=[CH:13][C:14]([C:15]([OH:17])=[O:16])=[CH:18][CH:19]=3)[CH2:7][CH2:6]2)[O:4][CH2:3][CH2:2]1. The yield is 0.970. (6) The product is [CH3:1][O:2][CH2:3][CH2:4][O:5][CH2:6][CH2:7][O:8][CH2:9][CH2:10][O:11][C:12]1[CH:13]=[CH:14][C:15]([NH2:18])=[CH:16][CH:17]=1. The yield is 1.00. The reactants are [CH3:1][O:2][CH2:3][CH2:4][O:5][CH2:6][CH2:7][O:8][CH2:9][CH2:10][O:11][C:12]1[CH:17]=[CH:16][C:15]([N+:18]([O-])=O)=[CH:14][CH:13]=1. The catalyst is CCO.[Pd]. (7) The reactants are [NH2:1][C:2]1[N:7]=[CH:6][C:5]([C:8]2[CH:9]=[C:10]([NH2:19])[C:11]([NH:14][C:15]([CH3:18])([CH3:17])[CH3:16])=[CH:12][CH:13]=2)=[CH:4][N:3]=1.[CH3:20][C:21]1[N:25]=[CH:24][N:23]([C:26]2[CH:33]=[CH:32][CH:31]=[CH:30][C:27]=2[CH:28]=O)[N:22]=1.OOS([O-])=O.[K+].S([O-])([O-])(=O)=S.[Na+].[Na+]. The catalyst is CN(C=O)C.O. The product is [C:15]([N:14]1[C:11]2[CH:12]=[CH:13][C:8]([C:5]3[CH:4]=[N:3][C:2]([NH2:1])=[N:7][CH:6]=3)=[CH:9][C:10]=2[N:19]=[C:28]1[C:27]1[CH:30]=[CH:31][CH:32]=[CH:33][C:26]=1[N:23]1[CH:24]=[N:25][C:21]([CH3:20])=[N:22]1)([CH3:16])([CH3:18])[CH3:17]. The yield is 0.300.